This data is from Full USPTO retrosynthesis dataset with 1.9M reactions from patents (1976-2016). The task is: Predict the reactants needed to synthesize the given product. (1) Given the product [C:10]1([N:7]2[C:6]3[CH:16]=[C:2]([C:27]4[N:23]([C:20]5[CH:21]=[CH:22][C:17]([CH3:31])=[CH:18][CH:19]=5)[N:24]=[CH:25][CH:26]=4)[CH:3]=[CH:4][C:5]=3[N:9]=[CH:8]2)[CH:15]=[CH:14][CH:13]=[CH:12][CH:11]=1, predict the reactants needed to synthesize it. The reactants are: Br[C:2]1[CH:3]=[CH:4][C:5]2[N:9]=[CH:8][N:7]([C:10]3[CH:15]=[CH:14][CH:13]=[CH:12][CH:11]=3)[C:6]=2[CH:16]=1.[C:17]1([CH3:31])[CH:22]=[CH:21][C:20]([N:23]2[C:27](B(O)O)=[CH:26][CH:25]=[N:24]2)=[CH:19][CH:18]=1. (2) Given the product [CH2:31]([O:30][C:28](=[O:29])[C:2]1[CH:7]=[CH:6][C:5]([O:8][CH3:9])=[C:4]([CH2:10][O:11][CH2:12][CH2:13][O:14][CH3:15])[CH:3]=1)[CH3:32], predict the reactants needed to synthesize it. The reactants are: Br[C:2]1[CH:7]=[CH:6][C:5]([O:8][CH3:9])=[C:4]([CH2:10][O:11][CH2:12][CH2:13][O:14][CH3:15])[CH:3]=1.C([Li])CCC.CCCCCC.Cl[C:28]([O:30][CH2:31][CH3:32])=[O:29].Cl.